This data is from Full USPTO retrosynthesis dataset with 1.9M reactions from patents (1976-2016). The task is: Predict the reactants needed to synthesize the given product. Given the product [C@@H:13]12[CH2:14][C@@H:15]1[CH2:16][C@@H:17]([CH2:18][NH:19][C:20]1[CH:25]=[CH:24][C:23]([C:26]([F:29])([F:27])[F:28])=[CH:22][N:21]=1)[NH:11][CH2:12]2, predict the reactants needed to synthesize it. The reactants are: CC1C=CC(S([N:11]2[C@H:17]([CH2:18][NH:19][C:20]3[CH:25]=[CH:24][C:23]([C:26]([F:29])([F:28])[F:27])=[CH:22][N:21]=3)[CH2:16][C@@H:15]3[C@@H:13]([CH2:14]3)[CH2:12]2)(=O)=O)=CC=1.[C-]1C2C(=CC=CC=2)C=CC=1.[Na+].O.